From a dataset of Reaction yield outcomes from USPTO patents with 853,638 reactions. Predict the reaction yield, written as a fraction of the theoretical maximum amount of product (1.0 means a 100% yield; for example, 0.34 means a 34% yield). (1) The reactants are [CH3:1][O:2][C:3](=[O:19])[C:4]1[CH:9]=[CH:8][C:7](/[CH:10]=[CH:11]/[C:12]([O:14]C(C)(C)C)=[O:13])=[CH:6][CH:5]=1.Cl.O1CCOCC1. No catalyst specified. The product is [CH3:1][O:2][C:3](=[O:19])[C:4]1[CH:5]=[CH:6][C:7](/[CH:10]=[CH:11]/[C:12]([OH:14])=[O:13])=[CH:8][CH:9]=1. The yield is 0.645. (2) The reactants are O[Li].O.[Br:4][C:5]1[CH:13]=[CH:12][CH:11]=[C:10]([Cl:14])[C:6]=1[C:7]([OH:9])=[O:8].[CH3:15]OS(OC)(=O)=O.N.O. The catalyst is C1COCC1.O. The product is [Br:4][C:5]1[CH:13]=[CH:12][CH:11]=[C:10]([Cl:14])[C:6]=1[C:7]([O:9][CH3:15])=[O:8]. The yield is 0.750. (3) The reactants are [CH3:1][S:2]([NH2:5])(=[O:4])=[O:3].[C:6]([C:10]1[CH:51]=[CH:50][C:13]([O:14][C:15]2[CH:20]=[CH:19][C:18]([C:21]3[CH:26]=[CH:25][C:24]([CH2:27][C:28]4[N:29]([C:41]5[CH:49]=[CH:48][C:44]([C:45](O)=[O:46])=[CH:43][CH:42]=5)[CH:30]=[C:31]([C:33]5[CH:38]=[CH:37][C:36]([Cl:39])=[CH:35][C:34]=5[Cl:40])[N:32]=4)=[CH:23][CH:22]=3)=[CH:17][CH:16]=2)=[CH:12][CH:11]=1)([CH3:9])([CH3:8])[CH3:7]. No catalyst specified. The product is [C:6]([C:10]1[CH:51]=[CH:50][C:13]([O:14][C:15]2[CH:16]=[CH:17][C:18]([C:21]3[CH:22]=[CH:23][C:24]([CH2:27][C:28]4[N:29]([C:41]5[CH:42]=[CH:43][C:44]([C:45]([NH:5][S:2]([CH3:1])(=[O:4])=[O:3])=[O:46])=[CH:48][CH:49]=5)[CH:30]=[C:31]([C:33]5[CH:38]=[CH:37][C:36]([Cl:39])=[CH:35][C:34]=5[Cl:40])[N:32]=4)=[CH:25][CH:26]=3)=[CH:19][CH:20]=2)=[CH:12][CH:11]=1)([CH3:9])([CH3:7])[CH3:8]. The yield is 0.470.